From a dataset of Reaction yield outcomes from USPTO patents with 853,638 reactions. Predict the reaction yield, written as a fraction of the theoretical maximum amount of product (1.0 means a 100% yield; for example, 0.34 means a 34% yield). (1) The reactants are [F:1][CH:2]([F:13])[C:3]1[C:7]([C:8](Cl)=[O:9])=[C:6]([F:11])[N:5]([CH3:12])[N:4]=1.[Cl:14][C:15]1[CH:16]=[CH:17][C:18]([CH:23]([CH3:25])[CH3:24])=[C:19]([CH2:21][NH2:22])[CH:20]=1.C(N(CC)CC)C.O. The catalyst is O1CCCC1. The product is [Cl:14][C:15]1[CH:16]=[CH:17][C:18]([CH:23]([CH3:25])[CH3:24])=[C:19]([CH:20]=1)[CH2:21][NH:22][C:8]([C:7]1[C:3]([CH:2]([F:13])[F:1])=[N:4][N:5]([CH3:12])[C:6]=1[F:11])=[O:9]. The yield is 0.270. (2) The reactants are [Cl:1][C:2]1[N:7]=[C:6](Cl)[C:5]([F:9])=[CH:4][N:3]=1.N#N.[CH2:12]1[CH2:22][O:21][C:20]2[CH:19]=[CH:18][C:16]([NH2:17])=[CH:15][C:14]=2[O:13]1.Cl. The catalyst is O.CO. The product is [Cl:1][C:2]1[N:7]=[C:6]([NH:17][C:16]2[CH:18]=[CH:19][C:20]3[O:21][CH2:22][CH2:12][O:13][C:14]=3[CH:15]=2)[C:5]([F:9])=[CH:4][N:3]=1. The yield is 0.780.